From a dataset of Peptide-MHC class II binding affinity with 134,281 pairs from IEDB. Regression. Given a peptide amino acid sequence and an MHC pseudo amino acid sequence, predict their binding affinity value. This is MHC class II binding data. The peptide sequence is PCKGDSVTIKLDGNL. The MHC is HLA-DQA10501-DQB10201 with pseudo-sequence HLA-DQA10501-DQB10201. The binding affinity (normalized) is 0.124.